This data is from Full USPTO retrosynthesis dataset with 1.9M reactions from patents (1976-2016). The task is: Predict the reactants needed to synthesize the given product. (1) Given the product [Cl:1][C:2]1[C:3]([C:18]2[N:22]=[C:21]([C:23]3[N:24]=[C:25]4[CH:30]=[CH:29][C:28]([I:31])=[C:27]([CH3:32])[N:26]4[CH:33]=3)[O:20][N:19]=2)=[CH:4][C:5]([F:17])=[C:6]([CH2:8][CH2:9][C:10]([OH:12])=[O:11])[CH:7]=1, predict the reactants needed to synthesize it. The reactants are: [Cl:1][C:2]1[C:3]([C:18]2[N:22]=[C:21]([C:23]3[N:24]=[C:25]4[CH:30]=[CH:29][C:28]([I:31])=[C:27]([CH3:32])[N:26]4[CH:33]=3)[O:20][N:19]=2)=[CH:4][C:5]([F:17])=[C:6]([CH2:8][CH2:9][C:10]([O:12]C(C)(C)C)=[O:11])[CH:7]=1. (2) Given the product [CH2:27]([N:34]1[CH2:35][CH2:36][CH2:37][C:38]1=[C:17]([C:11]1[CH:16]=[CH:15][CH:14]=[CH:13][CH:12]=1)[C:18]([O:20][CH3:21])=[O:19])[C:28]1[CH:33]=[CH:32][CH:31]=[CH:30][CH:29]=1, predict the reactants needed to synthesize it. The reactants are: C[Si](C)(C)[N-][Si](C)(C)C.[Li+].[C:11]1([CH2:17][C:18]([O:20][CH3:21])=[O:19])[CH:16]=[CH:15][CH:14]=[CH:13][CH:12]=1.F[B-](F)(F)F.[CH2:27]([N+:34]1[CH2:35][CH2:36][CH2:37][C:38]=1OCC)[C:28]1[CH:33]=[CH:32][CH:31]=[CH:30][CH:29]=1. (3) Given the product [N+:40]([C:22]1[C:23]([NH:25][C:26]2[CH:27]=[CH:28][C:29]([O:32][CH2:33][C:34]3[CH:35]=[CH:36][CH:37]=[CH:38][CH:39]=3)=[CH:30][CH:31]=2)=[CH:24][C:19]([O:1][C:2]2[CH:3]=[C:4]([NH:8][C:9](=[O:15])[O:10][C:11]([CH3:12])([CH3:14])[CH3:13])[CH:5]=[CH:6][CH:7]=2)=[N:20][CH:21]=1)([O-:42])=[O:41], predict the reactants needed to synthesize it. The reactants are: [OH:1][C:2]1[CH:3]=[C:4]([NH:8][C:9](=[O:15])[O:10][C:11]([CH3:14])([CH3:13])[CH3:12])[CH:5]=[CH:6][CH:7]=1.[H-].[Na+].Cl[C:19]1[CH:24]=[C:23]([NH:25][C:26]2[CH:31]=[CH:30][C:29]([O:32][CH2:33][C:34]3[CH:39]=[CH:38][CH:37]=[CH:36][CH:35]=3)=[CH:28][CH:27]=2)[C:22]([N+:40]([O-:42])=[O:41])=[CH:21][N:20]=1.O. (4) Given the product [C:15]([Si:19]([CH3:21])([CH3:20])[O:11][CH2:10][CH2:9][O:12][C:2]1[CH:7]=[C:6]([I:8])[CH:5]=[CH:4][N:3]=1)([CH3:18])([CH3:17])[CH3:16], predict the reactants needed to synthesize it. The reactants are: F[C:2]1[CH:7]=[C:6]([I:8])[CH:5]=[CH:4][N:3]=1.[CH2:9]([OH:12])[CH2:10][OH:11].[H-].[Na+].[C:15]([Si:19](Cl)([CH3:21])[CH3:20])([CH3:18])([CH3:17])[CH3:16].C(N(CC)CC)C. (5) Given the product [Cl:16][C:15]1[N:14]=[C:21]([N:12]2[C:11]3[CH:10]=[CH:9][CH:8]=[CH:7][C:6]=3[C:5]3[C:13]2=[CH:1][CH:2]=[CH:3][CH:4]=3)[N:20]=[C:18]([N:35]2[C:36]3[CH:24]=[CH:25][CH:26]=[CH:27][C:28]=3[C:29]3[C:34]2=[CH:33][CH:32]=[CH:31][CH:30]=3)[N:17]=1, predict the reactants needed to synthesize it. The reactants are: [CH:1]1[C:13]2[NH:12][C:11]3[C:6](=[CH:7][CH:8]=[CH:9][CH:10]=3)[C:5]=2[CH:4]=[CH:3][CH:2]=1.[N:14]1[C:21](Cl)=[N:20][C:18](Cl)=[N:17][C:15]=1[Cl:16].[Li].[CH:24]1[C:36]2[NH:35][C:34]3[C:29](=[CH:30][CH:31]=[CH:32][CH:33]=3)[C:28]=2[CH:27]=[CH:26][CH:25]=1.O. (6) Given the product [NH2:15][C:14]1[C:10]([NH:9][C:7](=[O:8])[C:6]2[CH:5]=[CH:4][C:3]([C:2]([F:1])([F:44])[C:31]3[O:32][C:33]([C:36]4[CH:41]=[CH:40][CH:39]=[CH:38][C:37]=4[O:42][CH3:43])=[N:34][N:35]=3)=[CH:30][CH:29]=2)=[N:11][N:12]([C:23]2[CH:28]=[CH:27][CH:26]=[CH:25][CH:24]=2)[CH:13]=1, predict the reactants needed to synthesize it. The reactants are: [F:1][C:2]([F:44])([C:31]1[O:32][C:33]([C:36]2[CH:41]=[CH:40][CH:39]=[CH:38][C:37]=2[O:42][CH3:43])=[N:34][N:35]=1)[C:3]1[CH:30]=[CH:29][C:6]([C:7]([NH:9][C:10]2[C:14]([NH:15]C(=O)OC(C)(C)C)=[CH:13][N:12]([C:23]3[CH:28]=[CH:27][CH:26]=[CH:25][CH:24]=3)[N:11]=2)=[O:8])=[CH:5][CH:4]=1.FC(F)(F)C(O)=O. (7) The reactants are: [CH2:1]([O:3][C:4]1[CH:5]=[C:6]([C:20]2[CH:25]=[CH:24][C:23]([CH2:26][C:27]([OH:29])=O)=[C:22]([F:30])[CH:21]=2)[CH:7]=[N:8][C:9]=1[O:10][CH2:11][C:12]1[CH:17]=[CH:16][C:15]([O:18][CH3:19])=[CH:14][CH:13]=1)[CH3:2].[O:31]1[CH2:36][CH2:35][N:34]([CH2:37][CH2:38][O:39][C:40]2[CH:41]=[C:42]([CH:44]=[C:45]([C:47]([F:50])([F:49])[F:48])[CH:46]=2)[NH2:43])[CH2:33][CH2:32]1.C(P1(=O)OP(CCC)(=O)OP(CCC)(=O)O1)CC. Given the product [CH2:1]([O:3][C:4]1[CH:5]=[C:6]([C:20]2[CH:25]=[CH:24][C:23]([CH2:26][C:27]([NH:43][C:42]3[CH:44]=[C:45]([C:47]([F:49])([F:50])[F:48])[CH:46]=[C:40]([O:39][CH2:38][CH2:37][N:34]4[CH2:33][CH2:32][O:31][CH2:36][CH2:35]4)[CH:41]=3)=[O:29])=[C:22]([F:30])[CH:21]=2)[CH:7]=[N:8][C:9]=1[O:10][CH2:11][C:12]1[CH:17]=[CH:16][C:15]([O:18][CH3:19])=[CH:14][CH:13]=1)[CH3:2], predict the reactants needed to synthesize it. (8) Given the product [Br:21][C:6]1[CH:5]=[CH:4][C:3]([S:7][CH2:8][C:9]([O:11][CH2:12][CH3:13])=[O:10])=[CH:2][C:1]=1[S:14][CH2:15][C:16]([O:18][CH2:19][CH3:20])=[O:17], predict the reactants needed to synthesize it. The reactants are: [C:1]1([S:14][CH2:15][C:16]([O:18][CH2:19][CH3:20])=[O:17])[CH:6]=[CH:5][CH:4]=[C:3]([S:7][CH2:8][C:9]([O:11][CH2:12][CH3:13])=[O:10])[CH:2]=1.[Br:21]N1C(=O)CCC1=O.